This data is from Full USPTO retrosynthesis dataset with 1.9M reactions from patents (1976-2016). The task is: Predict the reactants needed to synthesize the given product. (1) The reactants are: [C:1]([C:5]1[CH:10]=[CH:9][C:8]([N:11]2[C:15](=[O:16])[CH2:14][CH2:13][C:12]2=[O:17])=[C:7]([N+:18]([O-])=O)[CH:6]=1)([CH3:4])([CH3:3])[CH3:2]. Given the product [C:1]([C:5]1[CH:10]=[CH:9][C:8]([N:11]2[C:15](=[O:16])[CH2:14][CH2:13][C:12]2=[O:17])=[C:7]([CH:6]=1)[NH2:18])([CH3:4])([CH3:2])[CH3:3], predict the reactants needed to synthesize it. (2) Given the product [Cl:29][C:22]1[C:23]([F:28])=[CH:24][CH:25]=[C:26]([Cl:27])[C:21]=1[CH:19]([C:18]1[C:12]2[C:13](=[N:14][CH:15]=[C:10]([C:8]3[CH:7]=[N:6][N:5]([CH:3]4[CH2:2][N:1]([CH:30]=[O:31])[CH2:4]4)[CH:9]=3)[CH:11]=2)[NH:16][CH:17]=1)[CH3:20], predict the reactants needed to synthesize it. The reactants are: [NH:1]1[CH2:4][CH:3]([N:5]2[CH:9]=[C:8]([C:10]3[CH:11]=[C:12]4[C:18]([CH:19]([C:21]5[C:26]([Cl:27])=[CH:25][CH:24]=[C:23]([F:28])[C:22]=5[Cl:29])[CH3:20])=[CH:17][NH:16][C:13]4=[N:14][CH:15]=3)[CH:7]=[N:6]2)[CH2:2]1.[CH:30](OCC)=[O:31].